Dataset: Full USPTO retrosynthesis dataset with 1.9M reactions from patents (1976-2016). Task: Predict the reactants needed to synthesize the given product. (1) Given the product [CH3:10][N:9]1[CH:8]([NH2:11])[C:3]2[CH:4]=[CH:5][CH:6]=[CH:7][C:2]=2[O:1][S:12]1(=[O:14])=[O:13], predict the reactants needed to synthesize it. The reactants are: [OH:1][C:2]1[CH:7]=[CH:6][CH:5]=[CH:4][C:3]=1[C:8](=[NH:11])[NH:9][CH3:10].[S:12](N1C=CN=C1)(N1C=CN=C1)(=[O:14])=[O:13]. (2) Given the product [C:13]1([C:10]2[CH:15]=[CH:14][CH:13]=[CH:12][CH:11]=2)[CH:14]=[CH:15][C:10]([CH2:9][CH2:8][N:6]2[C:5](=[O:16])[NH:4][C:3](=[O:17])[C:2]([OH:1])=[N:7]2)=[CH:11][CH:12]=1, predict the reactants needed to synthesize it. The reactants are: [OH:1][C:2]1[C:3](=[O:17])[NH:4][C:5](=[O:16])[N:6]([CH2:8][CH2:9][C:10]2[CH:15]=[CH:14][CH:13]=[CH:12][CH:11]=2)[N:7]=1.CO. (3) The reactants are: [CH2:1]([O:8][C:9]1[N:10]=[N:11][C:12]([C:23]#[C:24][C:25]2[CH:26]=[N:27][CH:28]=[C:29]([C:31]([F:34])([F:33])[F:32])[CH:30]=2)=[CH:13][C:14]=1[O:15][CH2:16][C:17]1[CH:22]=[CH:21][CH:20]=[CH:19][CH:18]=1)[C:2]1[CH:7]=[CH:6][CH:5]=[CH:4][CH:3]=1. Given the product [CH2:1]([O:8][C:9]1[N:10]=[N:11][C:12]([CH2:23][CH2:24][C:25]2[CH:26]=[N:27][CH:28]=[C:29]([C:31]([F:34])([F:33])[F:32])[CH:30]=2)=[CH:13][C:14]=1[O:15][CH2:16][C:17]1[CH:18]=[CH:19][CH:20]=[CH:21][CH:22]=1)[C:2]1[CH:7]=[CH:6][CH:5]=[CH:4][CH:3]=1, predict the reactants needed to synthesize it. (4) The reactants are: C([N:8](CC1C=CC=CC=1)[C@@H:9]1[C:15](=[O:16])[NH:14][C:13]2[CH:17]=[C:18]([F:21])[CH:19]=[CH:20][C:12]=2[O:11][C@@H:10]1[C:22]([F:25])([F:24])[F:23])C1C=CC=CC=1. Given the product [NH2:8][C@@H:9]1[C:15](=[O:16])[NH:14][C:13]2[CH:17]=[C:18]([F:21])[CH:19]=[CH:20][C:12]=2[O:11][C@@H:10]1[C:22]([F:25])([F:24])[F:23], predict the reactants needed to synthesize it. (5) Given the product [NH2:1][C:2]1[N:3]=[C:4]([C:19]2[CH:24]=[CH:23][CH:22]=[CH:21][CH:20]=2)[C:5]([C:9]2[CH:10]=[CH:11][C:12](=[O:18])[N:13]([CH:15]([CH3:17])[CH3:16])[N:14]=2)=[N:6][C:7]=1[NH:29][CH2:25][CH2:26][CH2:27][CH3:28], predict the reactants needed to synthesize it. The reactants are: [NH2:1][C:2]1[N:3]=[C:4]([C:19]2[CH:24]=[CH:23][CH:22]=[CH:21][CH:20]=2)[C:5]([C:9]2[CH:10]=[CH:11][C:12](=[O:18])[N:13]([CH:15]([CH3:17])[CH3:16])[N:14]=2)=[N:6][C:7]=1Br.[CH2:25]([NH2:29])[CH2:26][CH2:27][CH3:28].O.